This data is from Reaction yield outcomes from USPTO patents with 853,638 reactions. The task is: Predict the reaction yield, written as a fraction of the theoretical maximum amount of product (1.0 means a 100% yield; for example, 0.34 means a 34% yield). (1) The reactants are Cl[C:2]1[C:7]([F:8])=[CH:6][CH:5]=[CH:4][N:3]=1.[CH2:9]([N:13]1[N:17]=[C:16]2[CH:18]=[CH:19][CH:20]=[CH:21][C:15]2=[N:14]1)[CH2:10][C:11]#[CH:12]. No catalyst specified. The product is [F:8][C:7]1[C:2]([C:12]#[C:11][CH2:10][CH2:9][N:13]2[N:14]=[C:15]3[CH:21]=[CH:20][CH:19]=[CH:18][C:16]3=[N:17]2)=[N:3][CH:4]=[CH:5][CH:6]=1. The yield is 0.270. (2) The reactants are C([O:5][C:6]([CH:8]1[CH:12]([C:13]2[CH:18]=[CH:17][CH:16]=[C:15]([Cl:19])[C:14]=2[F:20])[C:11]([C:23]2[CH:28]=[CH:27][C:26]([Cl:29])=[CH:25][C:24]=2[F:30])([C:21]#[N:22])[CH:10]([CH3:31])[N:9]1[CH2:32][C:33]1[CH:38]=[CH:37][CH:36]=[CH:35][C:34]=1[Cl:39])=[O:7])(C)(C)C.FC(F)(F)C(O)=O. The catalyst is ClCCl. The product is [Cl:19][C:15]1[C:14]([F:20])=[C:13]([CH:12]2[C:11]([C:23]3[CH:28]=[CH:27][C:26]([Cl:29])=[CH:25][C:24]=3[F:30])([C:21]#[N:22])[CH:10]([CH3:31])[N:9]([CH2:32][C:33]3[CH:38]=[CH:37][CH:36]=[CH:35][C:34]=3[Cl:39])[CH:8]2[C:6]([OH:7])=[O:5])[CH:18]=[CH:17][CH:16]=1. The yield is 1.00. (3) The reactants are [Br:1][C:2]1[CH:3]=[CH:4][C:5]([CH2:8][O:9][CH2:10][CH2:11][OH:12])=[N:6][CH:7]=1.[CH3:13][C:14]([Si:17](Cl)([CH3:19])[CH3:18])([CH3:16])[CH3:15].N1C=CN=C1. The catalyst is CN(C)C=O.O. The product is [Br:1][C:2]1[CH:3]=[CH:4][C:5]([CH2:8][O:9][CH2:10][CH2:11][O:12][Si:17]([C:14]([CH3:16])([CH3:15])[CH3:13])([CH3:19])[CH3:18])=[N:6][CH:7]=1. The yield is 1.00. (4) The reactants are [Br:1][C:2]1[CH:10]=[CH:9][C:5]([C:6](Cl)=[O:7])=[C:4]([F:11])[CH:3]=1.[CH3:12][O:13][C:14]1[CH:19]=[C:18]([NH2:20])[CH:17]=[CH:16][N:15]=1.N1C=CC=CC=1.Cl. The catalyst is ClCCl. The product is [Br:1][C:2]1[CH:10]=[CH:9][C:5]([C:6]([NH:20][C:18]2[CH:17]=[CH:16][N:15]=[C:14]([O:13][CH3:12])[CH:19]=2)=[O:7])=[C:4]([F:11])[CH:3]=1. The yield is 0.440. (5) The reactants are Br[C:2]1[C:3]([N+:13]([O-:15])=[O:14])=[N:4][N:5]([CH:7]2[CH2:12][CH2:11][CH2:10][CH2:9][O:8]2)[CH:6]=1.C(=O)([O-])[O-].[K+].[K+].[OH:22][C:23]1[CH:28]=[CH:27][C:26]([C:29]([F:32])([F:31])[F:30])=[CH:25][C:24]=1B(O)O. The catalyst is COCCOC.C(OCC)(=O)C.C1C=CC([P]([Pd]([P](C2C=CC=CC=2)(C2C=CC=CC=2)C2C=CC=CC=2)([P](C2C=CC=CC=2)(C2C=CC=CC=2)C2C=CC=CC=2)[P](C2C=CC=CC=2)(C2C=CC=CC=2)C2C=CC=CC=2)(C2C=CC=CC=2)C2C=CC=CC=2)=CC=1. The product is [N+:13]([C:3]1[C:2]([C:24]2[CH:25]=[C:26]([C:29]([F:32])([F:31])[F:30])[CH:27]=[CH:28][C:23]=2[OH:22])=[CH:6][N:5]([CH:7]2[CH2:12][CH2:11][CH2:10][CH2:9][O:8]2)[N:4]=1)([O-:15])=[O:14]. The yield is 0.540. (6) The reactants are [Br:1][C:2]1[CH:3]=[CH:4][C:5]([O:9][CH3:10])=[C:6]([CH:8]=1)[NH2:7].[N:11]([O-])=O.[Na+].[Sn](Cl)Cl. The catalyst is Cl.O. The product is [Br:1][C:2]1[CH:3]=[CH:4][C:5]([O:9][CH3:10])=[C:6]([NH:7][NH2:11])[CH:8]=1. The yield is 0.760. (7) The reactants are C([O:4][C:5]1[CH:6]=[C:7]2[C:12](=[CH:13][C:14]=1[O:15][CH3:16])[N:11]=[CH:10][N:9]=[C:8]2[NH:17][C:18]1[CH:23]=[CH:22][CH:21]=[C:20]([C:24]#[CH:25])[CH:19]=1)(=O)C.[OH-].[Na+].Cl. The catalyst is CO. The product is [C:24]([C:20]1[CH:19]=[C:18]([NH:17][C:8]2[C:7]3[C:12](=[CH:13][C:14]([O:15][CH3:16])=[C:5]([OH:4])[CH:6]=3)[N:11]=[CH:10][N:9]=2)[CH:23]=[CH:22][CH:21]=1)#[CH:25]. The yield is 0.860. (8) The reactants are [S:1]1[CH:5]=[CH:4][CH:3]=[C:2]1[CH:6]=[O:7].[CH:8]([S:11]([N:14]1[C:18]2[CH:19]=[C:20]([C:23](=O)[CH:24](O[Si](C(C)(C)C)(C)C)[C:25]3[CH:30]=[CH:29][CH:28]=[CH:27][CH:26]=3)[CH:21]=[CH:22][C:17]=2[N:16]=[C:15]1[NH2:40])(=[O:13])=[O:12])([CH3:10])[CH3:9].C([O-])(=O)C.[NH4+:45].[Cl-].[NH4+:47].[OH-].[NH4+]. The catalyst is C(O)(=O)C.C([O-])(=O)C.[Cu+2].C([O-])(=O)C.CO.C(OCC)(=O)C. The product is [CH3:8][S:11]([OH:13])(=[O:7])=[O:12].[CH:8]([S:11]([N:14]1[C:18]2[CH:19]=[C:20]([C:23]3[N:45]=[C:6]([C:2]4[S:1][CH:5]=[CH:4][CH:3]=4)[NH:47][C:24]=3[C:25]3[CH:30]=[CH:29][CH:28]=[CH:27][CH:26]=3)[CH:21]=[CH:22][C:17]=2[N:16]=[C:15]1[NH2:40])(=[O:13])=[O:12])([CH3:10])[CH3:9]. The yield is 0.400. (9) The reactants are Cl[C:2]1[CH:7]=[CH:6][CH:5]=[C:4]([Cl:8])[N:3]=1.[NH:9]1[CH2:14][CH2:13][CH:12]([C:15]([O:17][CH3:18])=[O:16])[CH2:11][CH2:10]1.CCN(C(C)C)C(C)C. The catalyst is CN(C=O)C. The product is [Cl:8][C:4]1[N:3]=[C:2]([N:9]2[CH2:14][CH2:13][CH:12]([C:15]([O:17][CH3:18])=[O:16])[CH2:11][CH2:10]2)[CH:7]=[CH:6][CH:5]=1. The yield is 0.100. (10) The reactants are [CH3:1][O:2][C:3]1[CH:10]=[CH:9][C:6]([CH2:7][Cl:8])=[CH:5][CH:4]=1.[NH:11]1[CH2:16][CH2:15][NH:14][CH2:13][CH2:12]1. No catalyst specified. The product is [ClH:8].[ClH:8].[CH3:1][O:2][C:3]1[CH:10]=[CH:9][C:6]([CH2:7][N:11]2[CH2:16][CH2:15][NH:14][CH2:13][CH2:12]2)=[CH:5][CH:4]=1. The yield is 0.750.